Dataset: Reaction yield outcomes from USPTO patents with 853,638 reactions. Task: Predict the reaction yield, written as a fraction of the theoretical maximum amount of product (1.0 means a 100% yield; for example, 0.34 means a 34% yield). (1) The product is [N:11]1[C:10]([C:5]2[CH:6]=[CH:7][CH:8]=[CH:9][C:4]=2[NH2:1])=[CH:18][N:13]2[CH2:14][CH2:15][CH2:16][CH2:17][C:12]=12. The yield is 1.00. The reactants are [N+:1]([C:4]1[CH:9]=[CH:8][CH:7]=[CH:6][C:5]=1[C:10]1[N:11]=[C:12]2[CH:17]=[CH:16][CH:15]=[CH:14][N:13]2[CH:18]=1)([O-])=O.C(O)C.Cl. The catalyst is [Pd].O. (2) The reactants are [CH3:1][N:2](C)[C:3](Cl)=O.[CH2:7]([NH:15][C:16](=O)[CH3:17])[CH2:8][CH2:9][CH2:10][CH2:11][CH2:12][CH2:13]C.[OH-].[Na+].C(=O)([O-])[O-].[Ca+2]. The catalyst is C1(C)C=CC=CC=1.O. The product is [CH3:1][N:2]([CH3:3])[C:16](=[N:15][CH2:7][CH2:8][CH2:9][CH2:10][CH2:11][CH2:12][CH3:13])[CH3:17]. The yield is 0.530. (3) The reactants are [CH2:1]([N:3]([CH2:33][CH3:34])[CH2:4][CH2:5][N:6]1[C:10]2[CH:11]=[C:12]([C:19]#[N:20])[CH:13]=[C:14]([C:15]([F:18])([F:17])[F:16])[C:9]=2[N:8]([CH2:21][C:22]2[CH:27]=[CH:26][CH:25]=[C:24]([C:28]([F:31])([F:30])[F:29])[CH:23]=2)[C:7]1=[O:32])[CH3:2].[OH-].[K+].[C:37](=[O:40])(O)[O-:38].[Na+].O. The catalyst is C(O)(C)(C)C. The product is [F:16][C:15]([F:18])([F:17])[C:37]([OH:38])=[O:40].[CH2:33]([N:3]([CH2:1][CH3:2])[CH2:4][CH2:5][N:6]1[C:10]2[CH:11]=[C:12]([C:19]([NH2:20])=[O:38])[CH:13]=[C:14]([C:15]([F:18])([F:17])[F:16])[C:9]=2[N:8]([CH2:21][C:22]2[CH:27]=[CH:26][CH:25]=[C:24]([C:28]([F:30])([F:31])[F:29])[CH:23]=2)[C:7]1=[O:32])[CH3:34]. The yield is 0.510. (4) The reactants are [N:1]1[CH:6]=[CH:5][CH:4]=[CH:3][C:2]=1[C:7]([OH:9])=O.CCN=C=NCCCN(C)C.C1C=CC2N(O)N=NC=2C=1.[NH2:31][CH:32]1[CH:38]([OH:39])[CH2:37][CH2:36][CH2:35][N:34]([C:40]([O:42][CH2:43][C:44]2[CH:49]=[CH:48][CH:47]=[CH:46][CH:45]=2)=[O:41])[CH2:33]1. The catalyst is C(Cl)Cl. The product is [OH:39][CH:38]1[CH2:37][CH2:36][CH2:35][N:34]([C:40]([O:42][CH2:43][C:44]2[CH:49]=[CH:48][CH:47]=[CH:46][CH:45]=2)=[O:41])[CH2:33][CH:32]1[NH:31][C:7](=[O:9])[C:2]1[CH:3]=[CH:4][CH:5]=[CH:6][N:1]=1. The yield is 0.650. (5) The reactants are C[O:2][C:3]([C:5]1[CH2:14][CH2:13][C:12]2[C:7](=[CH:8][C:9](CC(C)(C)C)=[CH:10][CH:11]=2)[C:6]=1[OH:20])=O.[H-].[Al+3].[Li+].[H-].[H-].[H-]. The catalyst is O1CCCC1. The product is [OH:2][CH2:3][CH:5]1[CH2:14][CH2:13][C:12]2[C:7](=[CH:8][CH:9]=[CH:10][CH:11]=2)[C:6]1=[O:20]. The yield is 0.700. (6) The reactants are [NH2:1][C:2]1[N:7]=[CH:6][N:5]=[C:4]2[N:8]([CH2:12][C:13]3[O:14][C:15]4[C:20]([C:21](=[O:29])[C:22]=3[C:23]3[CH:28]=[CH:27][CH:26]=[CH:25][CH:24]=3)=[CH:19][CH:18]=[CH:17][CH:16]=4)[N:9]=[C:10](I)[C:3]=12.C([NH:33][C:34]1[CH:35]=[C:36](B(O)O)[CH:37]=[CH:38][CH:39]=1)(=O)C.C(=O)([O-])[O-].[Na+].[Na+].ClCCl. The catalyst is CN(C=O)C.C(O)C.O. The product is [NH2:1][C:2]1[N:7]=[CH:6][N:5]=[C:4]2[N:8]([CH2:12][C:13]3[O:14][C:15]4[C:20]([C:21](=[O:29])[C:22]=3[C:23]3[CH:28]=[CH:27][CH:26]=[CH:25][CH:24]=3)=[CH:19][CH:18]=[CH:17][CH:16]=4)[N:9]=[C:10]([C:38]3[CH:37]=[CH:36][CH:35]=[C:34]([NH2:33])[CH:39]=3)[C:3]=12. The yield is 0.380. (7) The reactants are [Br:1][C:2]1[C:10]2[NH:9][N:8]=[CH:7][C:6]=2[C:5]2[CH2:11][N:12]([CH2:21][CH2:22][O:23][CH3:24])[C:13](=[O:20])[C@H:14]([CH2:16][C:17]([OH:19])=O)[CH2:15][C:4]=2[CH:3]=1.Cl.[F:26][C:27]1[CH:28]=[CH:29][CH:30]=[C:31]2[C:36]=1[NH:35][C:34](=[O:37])[C:33]([CH:38]1[CH2:43][CH2:42][NH:41][CH2:40][CH2:39]1)=[CH:32]2.ClC1C2NN=CC=2C2CN(CC(C)(C)C)C(=O)[C@@H](CC(=O)N3CCC(N4CC5C(=CC=CC=5)NC4=O)CC3)CC=2C=1. No catalyst specified. The product is [Br:1][C:2]1[C:10]2[NH:9][N:8]=[CH:7][C:6]=2[C:5]2[CH2:11][N:12]([CH2:21][CH2:22][O:23][CH3:24])[C:13](=[O:20])[C@H:14]([CH2:16][C:17]([N:41]3[CH2:42][CH2:43][CH:38]([C:33]4[C:34](=[O:37])[NH:35][C:36]5[C:31]([CH:32]=4)=[CH:30][CH:29]=[CH:28][C:27]=5[F:26])[CH2:39][CH2:40]3)=[O:19])[CH2:15][C:4]=2[CH:3]=1. The yield is 0.560.